Dataset: Reaction yield outcomes from USPTO patents with 853,638 reactions. Task: Predict the reaction yield, written as a fraction of the theoretical maximum amount of product (1.0 means a 100% yield; for example, 0.34 means a 34% yield). (1) The reactants are [CH2:1]([N:5]([CH2:34][CH2:35][CH2:36][CH3:37])[C:6]1[N:11]=[C:10]([C:12]2[CH:21]=[CH:20][C:15]([C:16]([O:18]C)=[O:17])=[CH:14][C:13]=2[C:22]([N:24]2[CH2:33][CH2:32][C:31]3[C:26](=[CH:27][CH:28]=[CH:29][CH:30]=3)[CH2:25]2)=[O:23])[CH:9]=[CH:8][CH:7]=1)[CH2:2][CH2:3][CH3:4].[OH-].[Na+].Cl. The catalyst is C1COCC1.CO. The product is [CH2:1]([N:5]([CH2:34][CH2:35][CH2:36][CH3:37])[C:6]1[N:11]=[C:10]([C:12]2[CH:21]=[CH:20][C:15]([C:16]([OH:18])=[O:17])=[CH:14][C:13]=2[C:22]([N:24]2[CH2:33][CH2:32][C:31]3[C:26](=[CH:27][CH:28]=[CH:29][CH:30]=3)[CH2:25]2)=[O:23])[CH:9]=[CH:8][CH:7]=1)[CH2:2][CH2:3][CH3:4]. The yield is 0.950. (2) The product is [Cl:13][C:14]1[CH:15]=[C:16]([CH:17]=[CH:18][C:19]=1[Cl:20])[O:21][CH2:2][CH2:3][CH2:4][NH:5][C:6](=[O:12])[O:7][C:8]([CH3:11])([CH3:10])[CH3:9]. The reactants are Br[CH2:2][CH2:3][CH2:4][NH:5][C:6](=[O:12])[O:7][C:8]([CH3:11])([CH3:10])[CH3:9].[Cl:13][C:14]1[CH:15]=[C:16]([OH:21])[CH:17]=[CH:18][C:19]=1[Cl:20].C([O-])([O-])=O.[Cs+].[Cs+]. The catalyst is CN(C=O)C.O. The yield is 0.560. (3) The reactants are [Cl:1][C:2]1[C:10]2[N:9]=[C:8]3[N:11]([C:15]4[CH:16]=[CH:17][C:18]([OH:22])=[N:19][C:20]=4[CH3:21])[CH2:12][CH2:13][CH2:14][N:7]3[C:6]=2[C:5]([CH:23]([O:28][CH:29]([F:31])[F:30])[C:24]([F:27])([F:26])[F:25])=[CH:4][CH:3]=1.I[CH2:33][CH2:34][CH3:35]. The catalyst is C1(C)C=CC=CC=1.C(=O)([O-])[O-].[Ag+2]. The product is [Cl:1][C:2]1[C:10]2[N:9]=[C:8]3[N:11]([C:15]4[C:20]([CH3:21])=[N:19][C:18]([O:22][CH2:33][CH2:34][CH3:35])=[CH:17][CH:16]=4)[CH2:12][CH2:13][CH2:14][N:7]3[C:6]=2[C:5]([CH:23]([O:28][CH:29]([F:30])[F:31])[C:24]([F:27])([F:26])[F:25])=[CH:4][CH:3]=1. The yield is 0.740. (4) The reactants are [CH3:1][CH:2]([CH3:32])[CH2:3][C@H:4]([NH:24]C(=O)OC(C)(C)C)[CH2:5][O:6][C:7]1[CH:8]=[CH:9][C:10]2[C:23]3[C:18](=[CH:19][N:20]=[CH:21][CH:22]=3)[C:14]3([CH2:17][O:16][CH2:15]3)[O:13][C:11]=2[CH:12]=1.[ClH:33].C(OCC)C. The catalyst is ClCCl. The product is [NH2:24][C@@H:4]([CH2:3][CH:2]([CH3:32])[CH3:1])[CH2:5][O:6][C:7]1[CH:8]=[CH:9][C:10]2[C:23]3[C:18](=[CH:19][N:20]=[CH:21][CH:22]=3)[C:14]([CH2:17][OH:16])([CH2:15][Cl:33])[O:13][C:11]=2[CH:12]=1. The yield is 0.240. (5) The reactants are [Br:1][C:2]1[CH:3]=[C:4]([C:15]([NH:17][CH2:18][C:19]2[C:20]([CH3:35])=[CH:21][C:22]([NH:27]C(=O)OC(C)(C)C)=[N:23][C:24]=2[O:25]C)=[O:16])[C:5]2[C:6]([CH3:14])=[CH:7][N:8]([CH:11]([CH3:13])[CH3:12])[C:9]=2[CH:10]=1.[Si](I)(C)(C)C. The catalyst is C(#N)C.C(Cl)Cl. The product is [NH4+:8].[OH-:16].[CH3:15][OH:16].[NH2:27][C:22]1[NH:23][C:24](=[O:25])[C:19]([CH2:18][NH:17][C:15]([C:4]2[C:5]3[C:6]([CH3:14])=[CH:7][N:8]([CH:11]([CH3:12])[CH3:13])[C:9]=3[CH:10]=[C:2]([Br:1])[CH:3]=2)=[O:16])=[C:20]([CH3:35])[CH:21]=1. The yield is 0.0500.